Dataset: Peptide-MHC class II binding affinity with 134,281 pairs from IEDB. Task: Regression. Given a peptide amino acid sequence and an MHC pseudo amino acid sequence, predict their binding affinity value. This is MHC class II binding data. (1) The peptide sequence is EKKLFAATQFEPLAA. The MHC is HLA-DPA10201-DPB10501 with pseudo-sequence HLA-DPA10201-DPB10501. The binding affinity (normalized) is 0.709. (2) The peptide sequence is LASVAMCRTPFSLAE. The MHC is DRB1_0701 with pseudo-sequence DRB1_0701. The binding affinity (normalized) is 0.669. (3) The peptide sequence is AVILDGDNLFPKV. The MHC is DRB1_0401 with pseudo-sequence DRB1_0401. The binding affinity (normalized) is 0.425. (4) The peptide sequence is LNKIVRMYSPVSILDI. The MHC is DRB1_0101 with pseudo-sequence DRB1_0101. The binding affinity (normalized) is 0.912. (5) The peptide sequence is RSQPGLCNMYKDSHHPARTA. The MHC is HLA-DPA10201-DPB11401 with pseudo-sequence HLA-DPA10201-DPB11401. The binding affinity (normalized) is 0.412. (6) The peptide sequence is ARTISEAGQAMASTE. The MHC is DRB1_0404 with pseudo-sequence DRB1_0404. The binding affinity (normalized) is 0.465. (7) The peptide sequence is SFVMMSAPPAEYKLQ. The MHC is DRB1_0401 with pseudo-sequence DRB1_0401. The binding affinity (normalized) is 0.415. (8) The peptide sequence is YVTQFHPPHIEIQMLKNG. The MHC is H-2-IEd with pseudo-sequence H-2-IEd. The binding affinity (normalized) is 0.307. (9) The peptide sequence is EIMKHIVKIEVKGEEAVKKE. The MHC is DRB1_0301 with pseudo-sequence DRB1_0301. The binding affinity (normalized) is 0.638. (10) The peptide sequence is YDKFYANVSTVLTGK. The MHC is DRB1_0405 with pseudo-sequence DRB1_0405. The binding affinity (normalized) is 0.740.